Dataset: CYP3A4 inhibition data for predicting drug metabolism from PubChem BioAssay. Task: Regression/Classification. Given a drug SMILES string, predict its absorption, distribution, metabolism, or excretion properties. Task type varies by dataset: regression for continuous measurements (e.g., permeability, clearance, half-life) or binary classification for categorical outcomes (e.g., BBB penetration, CYP inhibition). Dataset: cyp3a4_veith. The compound is N#CCCn1c(=O)c(-c2ccc(Cl)cc2)nc2cnc(Nc3ccccc3)nc21. The result is 0 (non-inhibitor).